This data is from Peptide-MHC class II binding affinity with 134,281 pairs from IEDB. The task is: Regression. Given a peptide amino acid sequence and an MHC pseudo amino acid sequence, predict their binding affinity value. This is MHC class II binding data. (1) The binding affinity (normalized) is 0. The MHC is DRB1_1201 with pseudo-sequence DRB1_1201. The peptide sequence is APGAAAAPLSWSKDI. (2) The peptide sequence is EKKYFAATQFEVLAA. The MHC is HLA-DPA10301-DPB10402 with pseudo-sequence HLA-DPA10301-DPB10402. The binding affinity (normalized) is 0.951. (3) The peptide sequence is DTGCAIDISRQELRCGSGV. The MHC is DRB1_0405 with pseudo-sequence DRB1_0405. The binding affinity (normalized) is 0. (4) The peptide sequence is GLKTRQEKWMTGRMG. The MHC is DRB1_0301 with pseudo-sequence DRB1_0301. The binding affinity (normalized) is 0.359.